From a dataset of Catalyst prediction with 721,799 reactions and 888 catalyst types from USPTO. Predict which catalyst facilitates the given reaction. (1) Reactant: [CH2:1]([N:8]1[CH2:31][CH:30]([C:32]([OH:34])=[O:33])[O:29][C:10]2([CH2:15][CH2:14][N:13]([C:16](=[O:28])[C:17]3[CH:22]=[CH:21][C:20]([O:23][CH:24]([CH3:26])[CH3:25])=[C:19]([CH3:27])[CH:18]=3)[CH2:12][CH2:11]2)[CH2:9]1)[C:2]1[CH:7]=[CH:6][CH:5]=[CH:4][CH:3]=1.[C:35]([O-])([O-])=O.[K+].[K+].IC. Product: [CH2:1]([N:8]1[CH2:31][CH:30]([C:32]([O:34][CH3:35])=[O:33])[O:29][C:10]2([CH2:15][CH2:14][N:13]([C:16](=[O:28])[C:17]3[CH:22]=[CH:21][C:20]([O:23][CH:24]([CH3:25])[CH3:26])=[C:19]([CH3:27])[CH:18]=3)[CH2:12][CH2:11]2)[CH2:9]1)[C:2]1[CH:3]=[CH:4][CH:5]=[CH:6][CH:7]=1. The catalyst class is: 39. (2) Reactant: CN([P+](ON1N=NC2C=CC=CC1=2)(N(C)C)N(C)C)C.F[P-](F)(F)(F)(F)F.C(N(CC)CC)C.[NH2:35][C:36]1[N:44]=[CH:43][CH:42]=[CH:41][C:37]=1[C:38]([OH:40])=O.[C:45]1([CH2:51][CH2:52][C:53]2[CH:54]=[C:55]([CH:58]=[CH:59][CH:60]=2)[CH2:56][NH2:57])[CH:50]=[CH:49][CH:48]=[CH:47][CH:46]=1. Product: [C:45]1([CH2:51][CH2:52][C:53]2[CH:54]=[C:55]([CH2:56][NH:57][C:38](=[O:40])[C:37]3[CH:41]=[CH:42][CH:43]=[N:44][C:36]=3[NH2:35])[CH:58]=[CH:59][CH:60]=2)[CH:46]=[CH:47][CH:48]=[CH:49][CH:50]=1. The catalyst class is: 3. (3) Product: [C:26]([N:5]1[C:4]2[C:3](=[O:30])[CH2:2][C:10]3([CH2:11][CH2:12][N:13]([C:16]([O:18][CH2:19][C:20]4[CH:21]=[CH:22][CH:23]=[CH:24][CH:25]=4)=[O:17])[CH2:14][CH2:15]3)[CH2:9][C:8]=2[CH:7]=[N:6]1)([CH3:29])([CH3:27])[CH3:28]. Reactant: Br[CH:2]1[C:10]2([CH2:15][CH2:14][N:13]([C:16]([O:18][CH2:19][C:20]3[CH:25]=[CH:24][CH:23]=[CH:22][CH:21]=3)=[O:17])[CH2:12][CH2:11]2)[CH2:9][C:8]2[CH:7]=[N:6][N:5]([C:26]([CH3:29])([CH3:28])[CH3:27])[C:4]=2[C:3]1=[O:30].[Cl-].[NH4+]. The catalyst class is: 772.